Dataset: Forward reaction prediction with 1.9M reactions from USPTO patents (1976-2016). Task: Predict the product of the given reaction. Given the reactants Br[C:2]1[CH:3]=[C:4]2[C:9](=[CH:10][CH:11]=1)[N:8]=[CH:7][C:6]([C:12]([CH:14]1[CH2:16][CH2:15]1)=[O:13])=[C:5]2[N:17]1[CH2:22][CH2:21][CH:20]([CH:23]([N:25]([CH3:27])[CH3:26])[CH3:24])[CH2:19][CH2:18]1.[F:28][C:29]1[CH:34]=[C:33](B2OC(C)(C)C(C)(C)O2)[CH:32]=[C:31]([F:44])[C:30]=1[OH:45], predict the reaction product. The product is: [CH:14]1([C:12]([C:6]2[CH:7]=[N:8][C:9]3[C:4]([C:5]=2[N:17]2[CH2:22][CH2:21][CH:20]([CH:23]([N:25]([CH3:26])[CH3:27])[CH3:24])[CH2:19][CH2:18]2)=[CH:3][C:2]([C:33]2[CH:34]=[C:29]([F:28])[C:30]([OH:45])=[C:31]([F:44])[CH:32]=2)=[CH:11][CH:10]=3)=[O:13])[CH2:16][CH2:15]1.